From a dataset of Full USPTO retrosynthesis dataset with 1.9M reactions from patents (1976-2016). Predict the reactants needed to synthesize the given product. (1) Given the product [CH:12]([C:13]1([C:16]([O:18][C:19]([CH3:22])([CH3:21])[CH3:20])=[O:17])[CH2:14][CH2:15]1)=[O:11], predict the reactants needed to synthesize it. The reactants are: CS(C)=O.C(Cl)(=O)C(Cl)=O.[OH:11][CH2:12][C:13]1([C:16]([O:18][C:19]([CH3:22])([CH3:21])[CH3:20])=[O:17])[CH2:15][CH2:14]1.C(N(CC)C(C)C)(C)C.C([O-])(O)=O.[Na+]. (2) The reactants are: Br[C:2]1[CH:3]=[C:4]2[C:8](=[C:9]([CH2:11][CH3:12])[CH:10]=1)[NH:7][N:6]=[C:5]2[CH3:13].[H-].[Na+].C([Li])(C)(C)C.CCCCC.Cl.[C:27](=O)(O)[O-:28].[Na+]. Given the product [CH2:11]([C:9]1[CH:10]=[C:2]([CH:27]=[O:28])[CH:3]=[C:4]2[C:8]=1[NH:7][N:6]=[C:5]2[CH3:13])[CH3:12], predict the reactants needed to synthesize it. (3) Given the product [F:1][C:2]([F:11])([F:12])[O:3][C:4]1[CH:10]=[CH:9][C:7]2[N:8]=[C:14]([NH2:15])[S:13][C:6]=2[CH:5]=1, predict the reactants needed to synthesize it. The reactants are: [F:1][C:2]([F:12])([F:11])[O:3][C:4]1[CH:10]=[CH:9][C:7]([NH2:8])=[CH:6][CH:5]=1.[S-:13][C:14]#[N:15].[K+].BrBr.[OH-].[NH4+]. (4) Given the product [F:26][C:27]([F:40])([F:39])[S:28]([O:8][C:7]1[C:2]([Cl:1])=[CH:3][C:4]([NH:10][C:11]([O:12][C:13]([CH3:14])([CH3:16])[CH3:15])=[O:17])=[CH:5][C:6]=1[Cl:9])(=[O:30])=[O:29], predict the reactants needed to synthesize it. The reactants are: [Cl:1][C:2]1[CH:3]=[C:4]([NH:10][C:11](=[O:17])[O:12][C:13]([CH3:16])([CH3:15])[CH3:14])[CH:5]=[C:6]([Cl:9])[C:7]=1[OH:8].CC1C=CC=C(C)N=1.[F:26][C:27]([F:40])([F:39])[S:28](O[S:28]([C:27]([F:40])([F:39])[F:26])(=[O:30])=[O:29])(=[O:30])=[O:29]. (5) Given the product [F:28][C:2]([F:1])([F:27])[C:3]1[CH:4]=[CH:5][C:6]([C:9]2[CH:10]=[CH:11][C:12]([O:15][CH:16]([C:18]3[CH:26]=[CH:25][C:21]([C:22]([NH:54][CH2:55][CH2:56][C:57]([OH:59])=[O:58])=[O:24])=[CH:20][N:19]=3)[CH3:17])=[CH:13][CH:14]=2)=[CH:7][CH:8]=1, predict the reactants needed to synthesize it. The reactants are: [F:1][C:2]([F:28])([F:27])[C:3]1[CH:8]=[CH:7][C:6]([C:9]2[CH:14]=[CH:13][C:12]([O:15][CH:16]([C:18]3[CH:26]=[CH:25][C:21]([C:22]([OH:24])=O)=[CH:20][N:19]=3)[CH3:17])=[CH:11][CH:10]=2)=[CH:5][CH:4]=1.F[P-](F)(F)(F)(F)F.N1(OC(N(C)C)=[N+](C)C)C2N=CC=CC=2N=N1.Cl.[NH2:54][CH2:55][CH2:56][C:57]([O:59]C)=[O:58].CN1CCOCC1.